From a dataset of Forward reaction prediction with 1.9M reactions from USPTO patents (1976-2016). Predict the product of the given reaction. (1) Given the reactants [Cl:1][C:2]1[CH:3]=[C:4](B(O)O)[CH:5]=[CH:6][CH:7]=1.C([O-])(=O)C.C([O-])(=O)C.[Cl:19][C:20]1[CH:21]=[C:22]([I+2:26])[CH:23]=[CH:24][CH:25]=1.[F:27][B-:28]([F:31])([F:30])[F:29].[Na+], predict the reaction product. The product is: [F:27][B-:28]([F:31])([F:30])[F:29].[Cl:1][C:2]1[CH:3]=[C:4]([I+:26][C:22]2[CH:23]=[CH:24][CH:25]=[C:20]([Cl:19])[CH:21]=2)[CH:5]=[CH:6][CH:7]=1. (2) Given the reactants C([Si](CC)(CC)[O:6][CH2:7][C@@H:8]([O:19][CH:20]1[CH2:25][CH2:24][CH2:23][CH2:22][O:21]1)[CH2:9][N:10]1[CH:14]=[C:13]([N+:15]([O-:17])=[O:16])[N:12]=[C:11]1Cl)(C)(C)C.CCCC[N+](CCCC)(CCCC)CCCC.[F-], predict the reaction product. The product is: [N+:15]([C:13]1[N:12]=[C:11]2[N:10]([CH:14]=1)[CH2:9][C@H:8]([O:19][CH:20]1[CH2:25][CH2:24][CH2:23][CH2:22][O:21]1)[CH2:7][O:6]2)([O-:17])=[O:16]. (3) Given the reactants [P:1]([O:13][CH2:14][C@H:15]1[O:19][C@@H:18]([N:20]2[C:29]3[N:28]=[CH:27][N:26]=[C:24]([NH2:25])[C:23]=3[N:22]=[CH:21]2)[C@H:17]([OH:30])[C@@H:16]1[OH:31])([O:4][P:5]([O:8]P(O)(O)=O)([OH:7])=[O:6])(=[O:3])[OH:2].[Mg+2].[Cl-].[Cl-].[C@@H]1(N2C3N=CN=C(N)C=3N=C2)O[C@H](COP(OP(O[CH2:55][C:56]([C@H:59]([C:61]([NH:63][CH2:64][CH2:65][C:66]([NH:68][CH2:69][CH2:70][SH:71])=[O:67])=[O:62])[OH:60])([CH3:58])[CH3:57])(O)=O)(O)=O)[C@@H](OP(O)(O)=O)[C@H]1O.[OH:83][C@H:84]([CH2:89][CH2:90][CH2:91][CH2:92][CH3:93])[CH2:85][C:86]([O-])=[O:87].S(=O)(=O)(O)O.O[C@H](CCC1C=CC=CC=1)CC(SCCNC(=O)CCNC(=O)[C@H](O)C(C)(C)C[O:116][P:117](O)(=[O:145])[O:118]P(O)(=O)OC[C@H]1O[C@@H](N2C3N=CN=C(N)C=3N=C2)[C@H](O)[C@@H]1OP(O)(O)=O)=O.O[C@H](CCC1C=CC(F)=CC=1)CC(SCCNC(=O)CCNC(=O)[C@H](O)C(C)(C)COP(O)(=O)OP(O)(=O)OC[C@H]1O[C@@H](N2C3N=CN=C(N)C=3N=C2)[C@H](O)[C@@H]1OP(O)(O)=O)=O.O[C@H](CCC[C@@H]1OC1)CC(SCCNC(=O)CCNC(=O)[C@H](O)C(C)(C)COP(O)(=O)OP(O)(=O)OC[C@H]1O[C@@H](N2C3N=CN=C(N)C=3N=C2)[C@H](O)[C@@H]1OP(O)(O)=O)=O.O[C@H](CCC[C@@H]1OC1)CC(O)=O.OC(CCCC=C)CC(O)=O.ClC1C=C(C=CC=1)C(O)=O, predict the reaction product. The product is: [OH:83][C@H:84]([CH2:89][CH2:90][CH2:91][CH2:92][CH3:93])[CH2:85][C:86]([S:71][CH2:70][CH2:69][NH:68][C:66](=[O:67])[CH2:65][CH2:64][NH:63][C:61](=[O:62])[C@H:59]([OH:60])[C:56]([CH3:55])([CH3:57])[CH2:58][O:8][P:5]([OH:7])(=[O:6])[O:4][P:1]([OH:2])(=[O:3])[O:13][CH2:14][C@H:15]1[O:19][C@@H:18]([N:20]2[C:29]3[N:28]=[CH:27][N:26]=[C:24]([NH2:25])[C:23]=3[N:22]=[CH:21]2)[C@H:17]([OH:30])[C@@H:16]1[O:31][P:117]([OH:145])([OH:118])=[O:116])=[O:87]. (4) Given the reactants CS(C)=O.C(Cl)(=O)C(Cl)=O.[Si:11]([O:18][C@H:19]1[CH2:23][N:22]([CH3:24])[C@H:21]([CH2:25][OH:26])[CH2:20]1)([C:14]([CH3:17])([CH3:16])[CH3:15])([CH3:13])[CH3:12].C(N(CC)CC)C, predict the reaction product. The product is: [Si:11]([O:18][C@H:19]1[CH2:23][N:22]([CH3:24])[C@H:21]([CH:25]=[O:26])[CH2:20]1)([C:14]([CH3:17])([CH3:16])[CH3:15])([CH3:13])[CH3:12]. (5) Given the reactants C([O:8][CH2:9][C:10]1[S:14][C:13]([C:15]2[CH:24]=[CH:23][C:18]([C:19]([O:21]C)=[O:20])=[CH:17][CH:16]=2)=[N:12][CH:11]=1)C1C=CC=CC=1.Cl, predict the reaction product. The product is: [OH:8][CH2:9][C:10]1[S:14][C:13]([C:15]2[CH:16]=[CH:17][C:18]([C:19]([OH:21])=[O:20])=[CH:23][CH:24]=2)=[N:12][CH:11]=1.